Dataset: Full USPTO retrosynthesis dataset with 1.9M reactions from patents (1976-2016). Task: Predict the reactants needed to synthesize the given product. (1) Given the product [CH3:19][C:18]1[N:2]([CH2:3][C:4]([O:6][CH2:7][CH3:8])=[O:5])[C:13]2[CH2:14][CH2:15][C:10]([CH3:21])([CH3:9])[CH2:11][C:12]=2[CH:17]=1, predict the reactants needed to synthesize it. The reactants are: Cl.[NH2:2][CH2:3][C:4]([O:6][CH2:7][CH3:8])=[O:5].[CH3:9][C:10]1([CH3:21])[CH2:15][CH2:14][C:13](=O)[CH:12]([CH2:17][C:18](=O)[CH3:19])[CH2:11]1.C(=O)(O)[O-].[Na+]. (2) Given the product [Br-:9].[OH:1][CH:2]1[CH2:7][CH2:6][CH2:5][N+:4]([CH3:14])([CH2:8][CH2:10][CH3:11])[CH2:3]1, predict the reactants needed to synthesize it. The reactants are: [OH:1][CH:2]1[CH2:7][CH2:6][CH2:5][N:4]([CH3:8])[CH2:3]1.[Br:9][CH2:10][CH2:11]C.Cl[CH2:14]Cl. (3) Given the product [F:13][C:10]([F:11])([F:12])[C:8]1[CH:9]=[CH:4][C:5]2[NH:15][CH2:16][CH2:17][CH2:18][C:19](=[O:21])[C:6]=2[CH:7]=1, predict the reactants needed to synthesize it. The reactants are: COC(=O)[C:4]1[CH:9]=[C:8]([C:10]([F:13])([F:12])[F:11])[CH:7]=[C:6](C)[C:5]=1[N:15](C(OC(C)(C)C)=O)[CH2:16][CH2:17][CH2:18][C:19]([O:21]C)=O.CC(C)([O-])C.[K+].C(O)(=O)C.O. (4) Given the product [CH3:18][O:17][C:16]1[CH:15]=[CH:14][C:10]([C:11]([OH:13])=[O:12])=[CH:9][CH:8]=1, predict the reactants needed to synthesize it. The reactants are: ClC1C=C([C:8]2[CH:9]=[C:10]([CH:14]=[C:15](C3C=CC=C(Cl)C=3)[C:16]=2[O:17][CH2:18]CO)[C:11]([OH:13])=[O:12])C=CC=1.COC1C=CC(C(OCCCCCCN)=O)=CC=1. (5) Given the product [CH3:39][O:36][C:34](=[O:35])[C:6](=[O:7])[N:8]1[CH2:12][CH2:11][CH2:10][CH:9]1[C:13](=[O:31])[CH:14]([CH2:23][CH2:24][C:25]1[CH:30]=[CH:29][CH:28]=[CH:27][CH:26]=1)[CH2:15][CH2:16][C:17]1[CH:18]=[CH:19][CH:20]=[CH:21][CH:22]=1, predict the reactants needed to synthesize it. The reactants are: C(O[C:6]([N:8]1[CH2:12][CH2:11][CH2:10][CH:9]1[C:13](=[O:31])[CH:14]([CH2:23][CH2:24][C:25]1[CH:30]=[CH:29][CH:28]=[CH:27][CH:26]=1)[CH2:15][CH2:16][C:17]1[CH:22]=[CH:21][CH:20]=[CH:19][CH:18]=1)=[O:7])(C)(C)C.FC(F)(F)[C:34]([OH:36])=[O:35].[CH2:39](N(CC)CC)C.ClC(=O)C([O-])=O. (6) Given the product [SH:2][CH2:3][CH2:4][NH:5][C:12](=[O:17])[CH2:13][CH2:14][CH2:15][CH3:16], predict the reactants needed to synthesize it. The reactants are: Cl.[SH:2][CH2:3][CH2:4][NH2:5].C(=O)([O-])[O-].[K+].[K+].[C:12](Cl)(=[O:17])[CH2:13][CH2:14][CH2:15][CH3:16].ClCCl. (7) The reactants are: [Br:1][C:2]1[C:3](F)=[C:4]2[C:10]([NH:11][C:12](=[O:21])[CH:13]([C:15]3[CH:20]=[CH:19][CH:18]=[CH:17][CH:16]=3)[CH3:14])=[CH:9][NH:8][C:5]2=[N:6][CH:7]=1.[NH:23]1[CH2:28][CH2:27][CH2:26][C@@H:25]([NH:29][C:30](=[O:36])[O:31][C:32]([CH3:35])([CH3:34])[CH3:33])[CH2:24]1. Given the product [Br:1][C:2]1[C:3]([N:23]2[CH2:28][CH2:27][CH2:26][C@@H:25]([NH:29][C:30](=[O:36])[O:31][C:32]([CH3:34])([CH3:33])[CH3:35])[CH2:24]2)=[C:4]2[C:10]([NH:11][C:12](=[O:21])[CH:13]([C:15]3[CH:20]=[CH:19][CH:18]=[CH:17][CH:16]=3)[CH3:14])=[CH:9][NH:8][C:5]2=[N:6][CH:7]=1, predict the reactants needed to synthesize it.